Dataset: Forward reaction prediction with 1.9M reactions from USPTO patents (1976-2016). Task: Predict the product of the given reaction. (1) Given the reactants [Br:1][C:2]1[CH:3]=[C:4]([C:8]([NH:13][C:14](=[O:17])[CH2:15]Cl)([CH2:11][OH:12])[CH2:9][OH:10])[CH:5]=[CH:6][CH:7]=1.[K].[O-]CCCC.Cl, predict the reaction product. The product is: [Br:1][C:2]1[CH:3]=[C:4]([C:8]2([CH2:11][OH:12])[NH:13][C:14](=[O:17])[CH2:15][O:10][CH2:9]2)[CH:5]=[CH:6][CH:7]=1. (2) Given the reactants Cl[CH2:2][C:3]1[N:4]=[C:5]([C:9]2[CH:18]=[CH:17][C:12]([C:13]([O:15][CH3:16])=[O:14])=[CH:11][CH:10]=2)[O:6][C:7]=1[CH3:8].C(=O)([O-])[O-].[K+].[K+].[O:25]=[CH:26][C:27]1[CH:35]=[CH:34][C:32]([OH:33])=[C:29]([O:30][CH3:31])[CH:28]=1.CN(C)C=O, predict the reaction product. The product is: [CH:26]([C:27]1[CH:35]=[CH:34][C:32]([O:33][CH2:2][C:3]2[N:4]=[C:5]([C:9]3[CH:18]=[CH:17][C:12]([C:13]([O:15][CH3:16])=[O:14])=[CH:11][CH:10]=3)[O:6][C:7]=2[CH3:8])=[C:29]([O:30][CH3:31])[CH:28]=1)=[O:25]. (3) Given the reactants [CH:1]([CH:3]([CH:13]=O)[C:4]1[N:9]=[C:8]([C:10]([OH:12])=[O:11])[CH:7]=[CH:6][CH:5]=1)=O.Cl.[CH3:16][O:17][C:18]1[CH:23]=[CH:22][C:21]([NH:24][NH2:25])=[CH:20][CH:19]=1.C([O-])(=O)C.[Na+], predict the reaction product. The product is: [CH3:16][O:17][C:18]1[CH:23]=[CH:22][C:21]([N:24]2[CH:1]=[C:3]([C:4]3[N:9]=[C:8]([C:10]([OH:12])=[O:11])[CH:7]=[CH:6][CH:5]=3)[CH:13]=[N:25]2)=[CH:20][CH:19]=1. (4) Given the reactants [F:1][C:2]([F:19])([F:18])[C:3]1[CH:4]=[CH:5][C:6]([N:9]2[CH2:14][CH2:13][CH:12]([C:15]([OH:17])=O)[CH2:11][CH2:10]2)=[N:7][CH:8]=1.C(Cl)(=O)C(Cl)=O.C(N(CC)CC)C.[NH2:33][C:34]1[CH:43]=[C:42]2[C:37]([CH:38]=[CH:39][CH:40]=[N:41]2)=[CH:36][CH:35]=1, predict the reaction product. The product is: [N:41]1[C:42]2[C:37](=[CH:36][CH:35]=[C:34]([NH:33][C:15]([CH:12]3[CH2:11][CH2:10][N:9]([C:6]4[CH:5]=[CH:4][C:3]([C:2]([F:1])([F:19])[F:18])=[CH:8][N:7]=4)[CH2:14][CH2:13]3)=[O:17])[CH:43]=2)[CH:38]=[CH:39][CH:40]=1.